This data is from Reaction yield outcomes from USPTO patents with 853,638 reactions. The task is: Predict the reaction yield, written as a fraction of the theoretical maximum amount of product (1.0 means a 100% yield; for example, 0.34 means a 34% yield). (1) The reactants are [N:1]1[CH:6]=[CH:5][CH:4]=[CH:3][C:2]=1[C:7]1[O:11][CH:10]=[N:9][CH:8]=1.[O:12]([CH2:19][CH2:20][CH2:21][CH2:22][CH2:23][C:24](O)=[O:25])[C:13]1[CH:18]=[CH:17][CH:16]=[CH:15][CH:14]=1. The catalyst is CO.C(Cl)Cl. The product is [O:12]([CH2:19][CH2:20][CH2:21][CH2:22][CH2:23][C:24]([C:10]1[O:11][C:7]([C:2]2[CH:3]=[CH:4][CH:5]=[CH:6][N:1]=2)=[CH:8][N:9]=1)=[O:25])[C:13]1[CH:18]=[CH:17][CH:16]=[CH:15][CH:14]=1. The yield is 0.270. (2) The reactants are CO.[ClH:3].[F:4][C:5]1[CH:43]=[CH:42][CH:41]=[C:40]([F:44])[C:6]=1[CH2:7][N:8]1[C:13]2[S:14][C:15]([C:21]3[CH:26]=[CH:25][C:24]([N+:27]([O-:29])=[O:28])=[CH:23][CH:22]=3)=[C:16]([CH2:17][N:18]([CH3:20])[CH3:19])[C:12]=2[C:11](=[O:30])[N:10]([C:31]2[N:32]=[N:33][C:34]([O:37][CH3:38])=[CH:35][CH:36]=2)[C:9]1=[O:39]. The catalyst is C(O)(C)C. The product is [ClH:3].[F:4][C:5]1[CH:43]=[CH:42][CH:41]=[C:40]([F:44])[C:6]=1[CH2:7][N:8]1[C:13]2[S:14][C:15]([C:21]3[CH:22]=[CH:23][C:24]([N+:27]([O-:29])=[O:28])=[CH:25][CH:26]=3)=[C:16]([CH2:17][N:18]([CH3:19])[CH3:20])[C:12]=2[C:11](=[O:30])[N:10]([C:31]2[N:32]=[N:33][C:34]([O:37][CH3:38])=[CH:35][CH:36]=2)[C:9]1=[O:39]. The yield is 0.992. (3) The reactants are [NH:1]1[CH2:5][CH:4]=[CH:3][CH2:2]1.[C:6](O[C:6]([O:8][C:9]([CH3:12])([CH3:11])[CH3:10])=[O:7])([O:8][C:9]([CH3:12])([CH3:11])[CH3:10])=[O:7].ClC1C=C(C(OO)=[O:29])C=CC=1. The catalyst is ClCCl. The product is [C:9]([O:8][C:6]([N:1]1[CH2:5][CH:4]2[CH:3]([O:29]2)[CH2:2]1)=[O:7])([CH3:12])([CH3:11])[CH3:10]. The yield is 0.370. (4) The reactants are [NH2:1][C:2]1[N:3]=[C:4]([CH3:17])[C:5]2[CH:11]=[C:10]([C:12]#[CH:13])[C:9](=[O:14])[N:8]([CH2:15][CH3:16])[C:6]=2[N:7]=1.[N-:18]=[N+:19]=[N-:20].[Na+].[Cl-].[NH4+]. The catalyst is CN(C=O)C. The product is [NH2:1][C:2]1[N:3]=[C:4]([CH3:17])[C:5]2[CH:11]=[C:10]([C:12]3[NH:20][N:19]=[N:18][CH:13]=3)[C:9](=[O:14])[N:8]([CH2:15][CH3:16])[C:6]=2[N:7]=1. The yield is 0.0600. (5) The catalyst is CN(C=O)C.Cl. The yield is 0.830. The product is [CH3:1][C:2]1[C:6]([CH2:7][N:8]2[CH:12]=[C:11]([N:13]3[C:17](=[O:18])[CH2:16][N:15]([CH2:19][C:32]4[CH:33]=[C:34]([CH:39]=[CH:40][CH:41]=4)[C:35]([OH:37])=[O:36])[C:14]3=[O:28])[CH:10]=[N:9]2)=[C:5]([CH3:29])[O:4][N:3]=1. The reactants are [CH3:1][C:2]1[C:6]([CH2:7][N:8]2[CH:12]=[C:11]([N:13]3[C:17](=[O:18])[CH2:16][N:15]([CH2:19]COC4C=CC=CC=4)[C:14]3=[O:28])[CH:10]=[N:9]2)=[C:5]([CH3:29])[O:4][N:3]=1.BrC[C:32]1[CH:33]=[C:34]([CH:39]=[CH:40][CH:41]=1)[C:35]([O:37]C)=[O:36].C(=O)([O-])[O-].[Cs+].[Cs+]. (6) The reactants are C(N(C(C)C)CC)(C)C.Cl.[NH2:11][CH2:12][CH2:13][CH2:14][CH2:15][CH2:16][CH2:17][CH2:18][CH2:19][CH2:20][CH2:21][CH2:22][C:23]([NH2:25])=[O:24].I.[NH2:27][C:28]1[C:29]([C:36]([NH:38][C:39](=[NH:42])SC)=[O:37])=[N:30][C:31]([Cl:35])=[C:32]([NH2:34])[N:33]=1. The catalyst is C(O)C. The product is [NH2:27][C:28]1[C:29]([C:36]([N:38]=[C:39]([NH2:42])[NH:11][CH2:12][CH2:13][CH2:14][CH2:15][CH2:16][CH2:17][CH2:18][CH2:19][CH2:20][CH2:21][CH2:22][C:23]([NH2:25])=[O:24])=[O:37])=[N:30][C:31]([Cl:35])=[C:32]([NH2:34])[N:33]=1. The yield is 0.560. (7) The reactants are [CH2:1]([C:5]1=[CH:6][N:7]([C:24]([CH3:27])([CH3:26])[CH3:25])[S:8]/[C:9]/1=[N:10]\[C:11]([C:13]1([CH3:23])[CH2:17][CH2:16][CH:15]([C:18]([OH:20])=O)[C:14]1([CH3:22])[CH3:21])=[O:12])[CH2:2][CH2:3][CH3:4].Cl.[CH3:29][NH:30][CH3:31].C(N(CC)CC)C. The catalyst is C(#N)C. The product is [CH2:1]([C:5]1=[CH:6][N:7]([C:24]([CH3:27])([CH3:26])[CH3:25])[S:8]/[C:9]/1=[N:10]\[C:11]([C:13]1([CH3:23])[CH2:17][CH2:16][CH:15]([C:18]([N:30]([CH3:31])[CH3:29])=[O:20])[C:14]1([CH3:21])[CH3:22])=[O:12])[CH2:2][CH2:3][CH3:4]. The yield is 0.530. (8) The reactants are C[O:2][C:3]1[CH:20]=[CH:19][C:6]2=[N:7][N:8]([C:10]3[CH:15]=[CH:14][C:13]([N:16]([CH3:18])[CH3:17])=[CH:12][CH:11]=3)[N:9]=[C:5]2[CH:4]=1.B(Br)(Br)Br.C([O-])([O-])=O.[Na+].[Na+]. The catalyst is C(Cl)Cl. The product is [OH:2][C:3]1[CH:20]=[CH:19][C:6]2=[N:7][N:8]([C:10]3[CH:11]=[CH:12][C:13]([N:16]([CH3:17])[CH3:18])=[CH:14][CH:15]=3)[N:9]=[C:5]2[CH:4]=1. The yield is 0.740.